Dataset: Full USPTO retrosynthesis dataset with 1.9M reactions from patents (1976-2016). Task: Predict the reactants needed to synthesize the given product. (1) Given the product [CH2:1]([C:3]([OH:16])([CH2:14][CH3:15])[CH2:4][O:5][C:6]1[CH:7]=[C:8]([CH:9]([OH:10])[CH2:18][C:17]#[N:19])[CH:11]=[CH:12][CH:13]=1)[CH3:2], predict the reactants needed to synthesize it. The reactants are: [CH2:1]([C:3]([OH:16])([CH2:14][CH3:15])[CH2:4][O:5][C:6]1[CH:7]=[C:8]([CH:11]=[CH:12][CH:13]=1)[CH:9]=[O:10])[CH3:2].[C:17](#[N:19])[CH3:18]. (2) Given the product [NH2:31][S:2]([C:20]1[CH:21]=[CH:22][C:17]([C:15]2[CH:16]=[C:7]([Cl:6])[CH:8]=[C:9]3[C:14]=2[O:13][CH:12]([C:23]([F:26])([F:24])[F:25])[C:11]([C:27]([OH:29])=[O:28])=[CH:10]3)=[CH:18][CH:19]=1)(=[O:5])=[O:3], predict the reactants needed to synthesize it. The reactants are: Cl[S:2]([OH:5])(=O)=[O:3].[Cl:6][C:7]1[CH:8]=[C:9]2[C:14](=[C:15]([C:17]3[CH:22]=[CH:21][CH:20]=[CH:19][CH:18]=3)[CH:16]=1)[O:13][CH:12]([C:23]([F:26])([F:25])[F:24])[C:11]([C:27]([OH:29])=[O:28])=[CH:10]2.[OH-].[NH4+:31]. (3) Given the product [CH2:40]([C:25]1[CH:26]=[C:27]([OH:31])[C:28]([F:30])=[CH:29][C:24]=1[C:9]1[N:8]=[C:7]([NH:51][CH2:52][C:53]2[CH:58]=[CH:57][CH:56]=[CH:55][C:54]=2[N:59]([CH2:64][CH2:65][CH3:66])[S:60]([CH3:63])(=[O:62])=[O:61])[C:12]2[CH:13]=[N:14][NH:15][C:11]=2[CH:10]=1)[CH3:41], predict the reactants needed to synthesize it. The reactants are: FC(F)(F)S(O[C:7]1[C:12]2[CH:13]=[N:14][N:15](COCC[Si](C)(C)C)[C:11]=2[CH:10]=[C:9]([C:24]2[CH:29]=[C:28]([F:30])[C:27]([O:31]COCC[Si](C)(C)C)=[CH:26][C:25]=2[CH2:40][CH3:41])[N:8]=1)(=O)=O.FC(F)(F)C(O)=O.[NH2:51][CH2:52][C:53]1[CH:58]=[CH:57][CH:56]=[CH:55][C:54]=1[N:59]([CH2:64][CH2:65][CH3:66])[S:60]([CH3:63])(=[O:62])=[O:61].C(N(CC)CC)C. (4) The reactants are: [C:1]([N:5]1[CH2:10][CH2:9][C:8]([CH2:17][NH2:18])([C:11]2[CH:16]=[CH:15][CH:14]=[CH:13][CH:12]=2)[CH2:7][CH2:6]1)([CH3:4])([CH3:3])[CH3:2].[F:19]C1C=CC=CC=1CC#N. Given the product [C:1]([N:5]1[CH2:6][CH2:7][C:8]([CH2:17][NH2:18])([C:11]2[CH:16]=[CH:15][CH:14]=[CH:13][C:12]=2[F:19])[CH2:9][CH2:10]1)([CH3:4])([CH3:3])[CH3:2], predict the reactants needed to synthesize it. (5) Given the product [C:40]([O:44][C:45]([NH:47][CH2:48][C:49]1[CH:54]=[C:53]([F:55])[CH:52]=[CH:51][C:50]=1[C:2]1[NH:3][C:4]2[C:9]([C:10]=1[CH:11]1[CH2:16][CH2:15][CH2:14][CH2:13][CH2:12]1)=[CH:8][CH:7]=[C:6]([C:17]([O:19][CH3:20])=[O:18])[CH:5]=2)=[O:46])([CH3:43])([CH3:41])[CH3:42], predict the reactants needed to synthesize it. The reactants are: Br[C:2]1[NH:3][C:4]2[C:9]([C:10]=1[CH:11]1[CH2:16][CH2:15][CH2:14][CH2:13][CH2:12]1)=[CH:8][CH:7]=[C:6]([C:17]([O:19][CH3:20])=[O:18])[CH:5]=2.N1C2C(=CC=C(C(OC)=O)C=2)C=C1.C([O-])([O-])=O.[Na+].[Na+].[C:40]([O:44][C:45]([NH:47][CH2:48][C:49]1[CH:54]=[C:53]([F:55])[CH:52]=[CH:51][C:50]=1B(O)O)=[O:46])([CH3:43])([CH3:42])[CH3:41]. (6) Given the product [OH2:13].[NH2:7][C:4]1[CH:5]=[CH:6][C:1]([NH:8][C:9](=[O:15])/[CH:10]=[CH:11]\[C:12]([O-:14])=[O:13])=[CH:2][CH:3]=1.[K+:17], predict the reactants needed to synthesize it. The reactants are: [C:1]1([NH2:8])[CH:6]=[CH:5][C:4]([NH2:7])=[CH:3][CH:2]=1.[C:9]1(=[O:15])[O:14][C:12](=[O:13])[CH:11]=[CH:10]1.[OH-].[K+:17]. (7) The reactants are: CCN(CC)CC.O[C@@H:9]([CH3:27])[C@@H:10]([NH:14][C:15]([O:17][CH2:18][CH2:19][C:20]1[CH:25]=[CH:24][C:23]([CH3:26])=[CH:22][CH:21]=1)=[O:16])[C:11]([OH:13])=[O:12].CN(C(ON1N=NC2C=CC=CC1=2)=[N+](C)C)C.F[P-](F)(F)(F)(F)F. Given the product [CH3:27][C@H:9]1[C@@H:10]([NH:14][C:15](=[O:16])[O:17][CH2:18][CH2:19][C:20]2[CH:25]=[CH:24][C:23]([CH3:26])=[CH:22][CH:21]=2)[C:11](=[O:13])[O:12]1, predict the reactants needed to synthesize it. (8) Given the product [CH2:10]([S:12]([C:14]1[CH:15]=[CH:16][C:17]([N+:20]([O-:22])=[O:21])=[CH:18][CH:19]=1)(=[NH:23])=[O:13])[CH3:11], predict the reactants needed to synthesize it. The reactants are: OS(O)(=O)=O.O=S(=O)=O.[CH2:10]([S:12]([C:14]1[CH:19]=[CH:18][C:17]([N+:20]([O-:22])=[O:21])=[CH:16][CH:15]=1)=[O:13])[CH3:11].[N-:23]=[N+]=[N-].[Na+].C(=O)([O-])O.[Na+]. (9) Given the product [CH3:1][CH:2]1[NH:7][CH2:6][CH:5]([NH:8][C:9](=[O:15])[O:10][C:11]([CH3:14])([CH3:13])[CH3:12])[CH2:4][CH2:3]1, predict the reactants needed to synthesize it. The reactants are: [CH3:1][C:2]1[N:7]=[CH:6][C:5]([NH:8][C:9](=[O:15])[O:10][C:11]([CH3:14])([CH3:13])[CH3:12])=[CH:4][CH:3]=1.